Dataset: Reaction yield outcomes from USPTO patents with 853,638 reactions. Task: Predict the reaction yield, written as a fraction of the theoretical maximum amount of product (1.0 means a 100% yield; for example, 0.34 means a 34% yield). The catalyst is CN(C)C=O. The reactants are [Cl:1][C:2]1[C:3]([NH:17][C:18]2[CH:26]=[CH:25][CH:24]=[CH:23][C:19]=2[C:20]([OH:22])=O)=[CH:4][C:5]([NH:8][C:9]2[N:13]([CH2:14][CH3:15])[N:12]=[C:11]([CH3:16])[CH:10]=2)=[N:6][CH:7]=1.C1C=C[C:30]2[N:35]([OH:36])N=NC=2C=1.C(Cl)CCl.CNO.CCN(C(C)C)C(C)C. The product is [Cl:1][C:2]1[C:3]([NH:17][C:18]2[CH:26]=[CH:25][CH:24]=[CH:23][C:19]=2[C:20]([N:35]([OH:36])[CH3:30])=[O:22])=[CH:4][C:5]([NH:8][C:9]2[N:13]([CH2:14][CH3:15])[N:12]=[C:11]([CH3:16])[CH:10]=2)=[N:6][CH:7]=1. The yield is 0.231.